This data is from Catalyst prediction with 721,799 reactions and 888 catalyst types from USPTO. The task is: Predict which catalyst facilitates the given reaction. (1) The catalyst class is: 2. Reactant: [CH2:1]([S:5][C:6]([C:8]1([C:11](=[O:13])[CH3:12])[CH2:10][CH2:9]1)=[O:7])[CH2:2][CH2:3][CH3:4].C(N(CC)CC)C.[Br:21]N1C(=O)CCC1=O. Product: [CH2:1]([S:5][C:6]([C:8]1([C:11](=[O:13])[CH2:12][Br:21])[CH2:9][CH2:10]1)=[O:7])[CH2:2][CH2:3][CH3:4]. (2) Reactant: Cl.[NH:2]([C:4]1[CH:5]=[N:6][CH:7]=[N:8][CH:9]=1)[NH2:3].C([O-])([O-])=O.[Cs+].[Cs+].CN([CH:19]=[C:20]([C:26](=O)[CH2:27][CH3:28])[C:21]([O:23][CH2:24][CH3:25])=[O:22])C. Product: [CH2:27]([C:26]1[N:2]([C:4]2[CH:5]=[N:6][CH:7]=[N:8][CH:9]=2)[N:3]=[CH:19][C:20]=1[C:21]([O:23][CH2:24][CH3:25])=[O:22])[CH3:28]. The catalyst class is: 14. (3) Reactant: C([O:8][CH2:9][C:10]1([C:42]([O:44][CH2:45][CH3:46])=[O:43])[CH2:15][CH2:14][C:13]([C:16]2[CH:21]=[C:20]([N:22]([CH2:31][O:32][CH2:33][CH2:34][Si:35]([CH3:38])([CH3:37])[CH3:36])[CH2:23][O:24][CH2:25][CH2:26][Si:27]([CH3:30])([CH3:29])[CH3:28])[N:19]3[N:39]=[CH:40][CH:41]=[C:18]3[N:17]=2)=[CH:12][CH2:11]1)C1C=CC=CC=1. Product: [CH3:29][Si:27]([CH3:28])([CH3:30])[CH2:26][CH2:25][O:24][CH2:23][N:22]([CH2:31][O:32][CH2:33][CH2:34][Si:35]([CH3:38])([CH3:37])[CH3:36])[C:20]1[N:19]2[N:39]=[CH:40][CH:41]=[C:18]2[N:17]=[C:16]([CH:13]2[CH2:12][CH2:11][C:10]([CH2:9][OH:8])([C:42]([O:44][CH2:45][CH3:46])=[O:43])[CH2:15][CH2:14]2)[CH:21]=1. The catalyst class is: 123. (4) Product: [CH:28]12[CH2:29][CH:24]3[CH2:25][CH:26]([CH2:30][CH:22]([CH2:23]3)[CH:21]1[NH:18][C:19](=[O:20])[CH2:14][C:13](=[O:15])[C:12]([CH3:17])([CH3:16])[CH3:11])[CH2:27]2. Reactant: C[Si]([N-][Si](C)(C)C)(C)C.[Li+].[CH3:11][C:12]([CH3:17])([CH3:16])[C:13](=[O:15])[CH3:14].[N:18]([CH:21]1[CH:28]2[CH2:29][CH:24]3[CH2:25][CH:26]([CH2:30][CH:22]1[CH2:23]3)[CH2:27]2)=[C:19]=[O:20].Cl.C12CC3CC(CC(C3)C1N)C2.[NH4+].[Cl-]. The catalyst class is: 1. (5) Reactant: [CH3:1][Mg]Br.[F:4][C:5]1[CH:6]=[CH:7][C:8]([C:11]2[CH:22]=[CH:21][C:14]([C:15](N(OC)C)=[O:16])=[CH:13][CH:12]=2)=[N:9][CH:10]=1. Product: [F:4][C:5]1[CH:6]=[CH:7][C:8]([C:11]2[CH:22]=[CH:21][C:14]([C:15](=[O:16])[CH3:1])=[CH:13][CH:12]=2)=[N:9][CH:10]=1. The catalyst class is: 7.